Dataset: Full USPTO retrosynthesis dataset with 1.9M reactions from patents (1976-2016). Task: Predict the reactants needed to synthesize the given product. (1) Given the product [NH2:19][C@H:16]1[CH:14]2[N:13]([C:12](=[O:22])[N:11]([C:8]3[CH:7]=[CH:6][C:3]([C:4]#[N:5])=[C:2]([Cl:1])[C:9]=3[CH3:10])[CH2:15]2)[CH2:18][CH2:17]1, predict the reactants needed to synthesize it. The reactants are: [Cl:1][C:2]1[C:9]([CH3:10])=[C:8]([N:11]2[CH2:15][C@@H:14]3[C@H:16]([N:19]=[N+]=[N-])[CH2:17][CH2:18][N:13]3[C:12]2=[O:22])[CH:7]=[CH:6][C:3]=1[C:4]#[N:5]. (2) The reactants are: [CH2:1]([N:8]1[CH2:13][CH2:12][C:11]([NH:18][C:19]2[CH:24]=[CH:23][CH:22]=[CH:21][CH:20]=2)([C:14](OC)=[O:15])[CH2:10][CH2:9]1)[C:2]1[CH:7]=[CH:6][CH:5]=[CH:4][CH:3]=1.[H-].[Al+3].[Li+].[H-].[H-].[H-]. Given the product [CH2:1]([N:8]1[CH2:9][CH2:10][C:11]([CH2:14][OH:15])([NH:18][C:19]2[CH:20]=[CH:21][CH:22]=[CH:23][CH:24]=2)[CH2:12][CH2:13]1)[C:2]1[CH:3]=[CH:4][CH:5]=[CH:6][CH:7]=1, predict the reactants needed to synthesize it. (3) The reactants are: [N:1]1[CH:6]=[CH:5][CH:4]=[N:3][C:2]=1[O:7][CH:8]1[CH2:12][CH2:11][NH:10][CH2:9]1.C(N(C(C)C)CC)(C)C.[Cl:22][C:23]1[CH:28]=[C:27]([Cl:29])[CH:26]=[CH:25][C:24]=1[CH2:30][N:31]=[C:32]=[O:33]. Given the product [Cl:22][C:23]1[CH:28]=[C:27]([Cl:29])[CH:26]=[CH:25][C:24]=1[CH2:30][NH:31][C:32]([N:10]1[CH2:11][CH2:12][CH:8]([O:7][C:2]2[N:3]=[CH:4][CH:5]=[CH:6][N:1]=2)[CH2:9]1)=[O:33], predict the reactants needed to synthesize it. (4) The reactants are: [CH2:1]([O:16]C1CCCCO1)[CH2:2][CH2:3][CH2:4][CH2:5][CH2:6][CH2:7][C:8]#[C:9][CH2:10][CH2:11][CH2:12][CH2:13][C:14]#[CH:15].C1(C)C=CC(S(O)(=O)=O)=CC=1. Given the product [CH2:1]([OH:16])[CH2:2][CH2:3][CH2:4][CH2:5][CH2:6][CH2:7][C:8]#[C:9][CH2:10][CH2:11][CH2:12][CH2:13][C:14]#[CH:15], predict the reactants needed to synthesize it. (5) Given the product [F:3][C:4]([F:11])([C:7]([F:10])([F:9])[F:8])[CH2:5][O:6][C:13]1[CH:18]=[CH:17][N:16]=[C:15]([C:19]#[N:20])[CH:14]=1, predict the reactants needed to synthesize it. The reactants are: [H-].[Na+].[F:3][C:4]([F:11])([C:7]([F:10])([F:9])[F:8])[CH2:5][OH:6].Cl[C:13]1[CH:18]=[CH:17][N:16]=[C:15]([C:19]#[N:20])[CH:14]=1.[Cl-].[Na+]. (6) Given the product [F:24][C:21]1[CH:19]=[CH:12][C:4]([CH2:5][N:6]2[C:7]3[CH:8]=[CH:9][CH:10]=[CH:11][C:43]=3[C:39]3[CH2:40][C@@H:41]4[C:27](=[O:28])[N:26]([CH2:29][CH2:30][CH2:31][C:32]([OH:34])=[O:33])[C:44](=[O:45])[N:18]4[CH2:16][C:17]2=3)=[CH:3][CH:2]=1, predict the reactants needed to synthesize it. The reactants are: N[C@@H:2](C(O)=O)[CH2:3][C:4]1[C:12]2[C:7](=[CH:8][CH:9]=[CH:10][CH:11]=2)[NH:6][CH:5]=1.[C:16](#[N:18])[CH3:17].[C:19](O)([C:21]([F:24])(F)F)=O.[N:26]([CH2:29][CH2:30][CH2:31][C:32]([O:34]C(C)(C)C)=[O:33])=[C:27]=[O:28].[CH2:39]1[CH2:43]O[CH2:41][CH2:40]1.[CH3:44][OH:45]. (7) Given the product [NH2:14][C:9]1[CH:10]=[CH:11][CH:12]=[C:13]2[C:8]=1[C:7](=[O:17])[C:6]1([NH:18][C:19]([C:21]3[C:30]4[C:25](=[CH:26][CH:27]=[CH:28][CH:29]=4)[N:24]=[N:23][CH:22]=3)=[O:20])[C:5]3[CH:31]=[CH:32][C:33]([CH:35]([CH3:36])[CH3:37])=[CH:34][C:4]=3[O:3][C:2]12[OH:1], predict the reactants needed to synthesize it. The reactants are: [OH:1][C:2]12[C:13]3[C:8](=[C:9]([N+:14]([O-])=O)[CH:10]=[CH:11][CH:12]=3)[C:7](=[O:17])[C:6]1([NH:18][C:19]([C:21]1[C:30]3[C:25](=[CH:26][CH:27]=[CH:28][CH:29]=3)[N:24]=[N:23][CH:22]=1)=[O:20])[C:5]1[CH:31]=[CH:32][C:33]([CH:35]([CH3:37])[CH3:36])=[CH:34][C:4]=1[O:3]2.C(O)C.